This data is from Forward reaction prediction with 1.9M reactions from USPTO patents (1976-2016). The task is: Predict the product of the given reaction. (1) Given the reactants [Cl:1][C:2]1[N:3]=[CH:4][CH:5]=[C:6]2[C:10]([CH2:11][CH2:12][O:13][C:14]3[CH:19]=[CH:18][C:17]([O:20][C:21]([F:24])([F:23])[F:22])=[CH:16][CH:15]=3)=[CH:9][N:8]([C:25]([O:27][C:28]([CH3:31])([CH3:30])[CH3:29])=[O:26])[C:7]=12.[Li+].CC([N-]C(C)C)C.Cl[C:41]([O:43][CH2:44][CH3:45])=[O:42], predict the reaction product. The product is: [Cl:1][C:2]1[N:3]=[CH:4][CH:5]=[C:6]2[C:10]([CH2:11][CH2:12][O:13][C:14]3[CH:19]=[CH:18][C:17]([O:20][C:21]([F:22])([F:24])[F:23])=[CH:16][CH:15]=3)=[C:9]([C:41]([O:43][CH2:44][CH3:45])=[O:42])[N:8]([C:25]([O:27][C:28]([CH3:31])([CH3:30])[CH3:29])=[O:26])[C:7]=12. (2) Given the reactants C[O:2][C:3]1[CH:8]=[CH:7][C:6]([S:9]([N:12]2[CH:25]([CH3:26])[C:24]3[C:19](=[CH:20][CH:21]=[CH:22][CH:23]=3)[C:18]3[CH:17]=[CH:16][CH:15]=[CH:14][C:13]2=3)(=[O:11])=[O:10])=[CH:5][CH:4]=1.C1CCCCC=1.B(Br)(Br)Br.ClCCl, predict the reaction product. The product is: [CH3:26][CH:25]1[C:24]2[C:19](=[CH:20][CH:21]=[CH:22][CH:23]=2)[C:18]2[CH:17]=[CH:16][CH:15]=[CH:14][C:13]=2[N:12]1[S:9]([C:6]1[CH:5]=[CH:4][C:3]([OH:2])=[CH:8][CH:7]=1)(=[O:11])=[O:10]. (3) Given the reactants Br[C:2]1[CH:3]=[C:4]2[C:10]([C:11]3[CH:12]=[N:13][N:14]([CH2:16][C:17]4[CH:22]=[C:21]([F:23])[CH:20]=[CH:19][C:18]=4[F:24])[CH:15]=3)=[CH:9][N:8]([S:25]([C:28]3[CH:34]=[CH:33][C:31]([CH3:32])=[CH:30][CH:29]=3)(=[O:27])=[O:26])[C:5]2=[N:6][CH:7]=1.CC1(C)C(C)(C)OB([C:43]2[CH:44]=[C:45]([NH:49][S:50]([CH3:53])(=[O:52])=[O:51])[CH:46]=[CH:47][CH:48]=2)O1.C(=O)([O-])[O-].[Na+].[Na+], predict the reaction product. The product is: [F:24][C:18]1[CH:19]=[CH:20][C:21]([F:23])=[CH:22][C:17]=1[CH2:16][N:14]1[CH:15]=[C:11]([C:10]2[C:4]3[C:5](=[N:6][CH:7]=[C:2]([C:43]4[CH:44]=[C:45]([NH:49][S:50]([CH3:53])(=[O:51])=[O:52])[CH:46]=[CH:47][CH:48]=4)[CH:3]=3)[N:8]([S:25]([C:28]3[CH:29]=[CH:30][C:31]([CH3:32])=[CH:33][CH:34]=3)(=[O:27])=[O:26])[CH:9]=2)[CH:12]=[N:13]1. (4) Given the reactants [F:1][C:2]([F:14])([F:13])[C:3]1[CH:4]=[C:5]([CH2:9][C:10]([OH:12])=O)[CH:6]=[CH:7][CH:8]=1.[NH2:15][CH:16]([CH2:24][CH3:25])[C:17]([O:19][CH2:20][CH:21]([CH3:23])[CH3:22])=[O:18], predict the reaction product. The product is: [CH2:20]([O:19][C:17](=[O:18])[CH:16]([NH:15][C:10](=[O:12])[CH2:9][C:5]1[CH:6]=[CH:7][CH:8]=[C:3]([C:2]([F:1])([F:14])[F:13])[CH:4]=1)[CH2:24][CH3:25])[CH:21]([CH3:22])[CH3:23]. (5) Given the reactants CON(C)[C:4](=[O:28])[C@@H:5]([CH3:27])[C@H:6]([O:19][Si:20]([C:23]([CH3:26])([CH3:25])[CH3:24])([CH3:22])[CH3:21])[C@@H:7]([O:9][CH2:10][C:11]1[CH:16]=[CH:15][C:14]([O:17][CH3:18])=[CH:13][CH:12]=1)[CH3:8].[H-].C([Al+]CC(C)C)C(C)C.CO, predict the reaction product. The product is: [Si:20]([O:19][C@H:6]([C@@H:7]([O:9][CH2:10][C:11]1[CH:12]=[CH:13][C:14]([O:17][CH3:18])=[CH:15][CH:16]=1)[CH3:8])[C@H:5]([CH3:27])[CH:4]=[O:28])([C:23]([CH3:26])([CH3:24])[CH3:25])([CH3:21])[CH3:22].